This data is from Experimentally validated miRNA-target interactions with 360,000+ pairs, plus equal number of negative samples. The task is: Binary Classification. Given a miRNA mature sequence and a target amino acid sequence, predict their likelihood of interaction. (1) The miRNA is hsa-miR-649 with sequence AAACCUGUGUUGUUCAAGAGUC. The protein sequence of the target gene is MSTAGVAAQDIRVPLKTGFLHNGQALGNMKSCWGSHSEFENNFLNIDPITMAYNLNSPAQEHLTTVGCAARSAPGSGHFFAECGPSPRSSLPPLVISPSESSGQREEDQVMCGFKKLSVNGVCTSTPPLTPIKSCPSPFPCAALCDRGSRPLPPLPISEDLCVDEADSEVELLTTSSDTDLLLEDSAPSDFKYDAPGRRSFRGCGQINYAYFDSPTVSVADLSCASDQNRVVPDPNPPPPQSHRRLRRSHSGPAGSFNKPAIRISSCTHRASPSSDEDKPEVPPRVPIPPRPAKPDYRRW.... Result: 0 (no interaction). (2) The miRNA is hsa-miR-34a-5p with sequence UGGCAGUGUCUUAGCUGGUUGU. The protein sequence of the target gene is MAGASRLLFLWLGCFCVSLAQGERPKPPFPELRKAVPGDRTAGGGPDSELQPQDKVSEHMLRLYDRYSTVQAARTPGSLEGGSQPWRPRLLREGNTVRSFRAAAAETLERKGLYIFNLTSLTKSENILSATLYFCIGELGNISLSCPVSGGCSHHAQRKHIQIDLSAWTLKFSRNQSQLLGHLSVDMAKSHRDIMSWLSKDITQLLRKAKENEEFLIGFNITSKGRQLPKRRLPFPEPYILVYANDAAISEPESVVSSLQGHRNFPTGTVPKWDSHIRAALSIERRKKRSTGVLLPLQNN.... Result: 1 (interaction). (3) The miRNA is ssc-miR-361-3p with sequence CCCCCAGGUGUGAUUCUGAUUUGC. The protein sequence of the target gene is MMSDEKNLGVSQKLVSPSRSTSSCSSKQGSRQDSWEVVEGLRGEMNYTQEPPVQKGFLLKKRKWPLKGWHKRFFYLDKGILKYAKSQTDIEREKLHGCIDVGLSVMSVKKSSKCIDLDTEEHIYHLKVKSEEVFDEWVSKLRHHRMYRQNEIAMFPHEVNHFFSGSTITDSSSGVFDSISSRKRSSISKQNLFQTGSNVSFSCGGETRVPLWLQSSEDMEKCSKDLAHCHAYLVEMSQLLQSMDVLHRTYSAPAINAIQGGSFESPKKEKRSHRRWRSRAIGKDAKGTLQVPKPFSGPVR.... Result: 0 (no interaction). (4) The miRNA is hsa-miR-107 with sequence AGCAGCAUUGUACAGGGCUAUCA. The protein sequence of the target gene is MDEETRHSLECIQANQIFPRKQLIREDENLQVPFLELHGESTEFVGRAEDAIIALSNYRLHIKFKESLVNVPLQLIESVECRDIFQLHLTCKDCKVIRCQFSTFEQCQEWLKRLNNAIRPPAKIEDLFSFAYHAWCMEVYASEKEQHGDLCRPGEHVTSRFKNEVERMGFDMNNAWRISNINEKYKLCGSYPQELIVPAWITDKELESVSSFRSWKRIPAVIYRHQSNGAVIARCGQPEVSWWGWRNADDEHLVQSVAKACASDSRSSGSKLSTRNTSRDFPNGGDLSDVEFDSSLSNAS.... Result: 1 (interaction).